Dataset: Reaction yield outcomes from USPTO patents with 853,638 reactions. Task: Predict the reaction yield, written as a fraction of the theoretical maximum amount of product (1.0 means a 100% yield; for example, 0.34 means a 34% yield). The reactants are [CH:1]1[C:14]2[NH:13][C:12]3[C:7](=[CH:8][CH:9]=[CH:10][CH:11]=3)[S:6][C:5]=2[CH:4]=[CH:3][CH:2]=1.[Br:15][CH2:16][CH2:17][CH2:18][CH2:19][CH2:20][CH2:21]Br.[OH-].[Na+].O. The catalyst is CN(C)C=O.C(Cl)(Cl)Cl. The product is [Br:15][CH2:16][CH2:17][CH2:18][CH2:19][CH2:20][CH2:21][N:13]1[C:14]2[CH:1]=[CH:2][CH:3]=[CH:4][C:5]=2[S:6][C:7]2[C:12]1=[CH:11][CH:10]=[CH:9][CH:8]=2. The yield is 0.497.